This data is from TCR-epitope binding with 47,182 pairs between 192 epitopes and 23,139 TCRs. The task is: Binary Classification. Given a T-cell receptor sequence (or CDR3 region) and an epitope sequence, predict whether binding occurs between them. The epitope is YFPLQSYGF. The TCR CDR3 sequence is CASSYLPSGDGEQFF. Result: 1 (the TCR binds to the epitope).